This data is from Catalyst prediction with 721,799 reactions and 888 catalyst types from USPTO. The task is: Predict which catalyst facilitates the given reaction. (1) Reactant: [F:1][C:2]1[CH:7]=[CH:6][C:5]([CH2:8][CH2:9][S:10][CH:11]([CH2:16][C:17]2[CH:22]=[CH:21][C:20]([CH2:23][CH2:24][O:25][C:26]3[CH:31]=[CH:30][C:29]([O:32][S:33]([CH3:36])(=[O:35])=[O:34])=[CH:28][CH:27]=3)=[CH:19][CH:18]=2)[C:12]([O:14]C)=[O:13])=[CH:4][CH:3]=1.[OH-].[Li+]. Product: [F:1][C:2]1[CH:7]=[CH:6][C:5]([CH2:8][CH2:9][S:10][CH:11]([CH2:16][C:17]2[CH:22]=[CH:21][C:20]([CH2:23][CH2:24][O:25][C:26]3[CH:27]=[CH:28][C:29]([O:32][S:33]([CH3:36])(=[O:35])=[O:34])=[CH:30][CH:31]=3)=[CH:19][CH:18]=2)[C:12]([OH:14])=[O:13])=[CH:4][CH:3]=1. The catalyst class is: 20. (2) Reactant: [N:1]([Sn](CCCC)(CCCC)CCCC)=[N+:2]=[N-:3].[CH3:17][O:18][C:19]([CH:21]1[CH2:26][CH2:25][CH:24]([C:27]#[N:28])[CH2:23][CH2:22]1)=[O:20]. Product: [CH3:17][O:18][C:19]([CH:21]1[CH2:26][CH2:25][CH:24]([C:27]2[NH:3][N:2]=[N:1][N:28]=2)[CH2:23][CH2:22]1)=[O:20]. The catalyst class is: 12. (3) Reactant: [C:1]1([N:7]2[CH2:12][CH2:11][CH:10]([CH2:13][OH:14])[CH2:9][CH2:8]2)[CH:6]=[CH:5][CH:4]=[CH:3][CH:2]=1.C1CCN2C(=NCCC2)CC1.C(N=S(Cl)C1C=CC=CC=1)(C)(C)C.O. Product: [C:1]1([N:7]2[CH2:8][CH2:9][CH:10]([CH:13]=[O:14])[CH2:11][CH2:12]2)[CH:2]=[CH:3][CH:4]=[CH:5][CH:6]=1. The catalyst class is: 4. (4) Reactant: [CH3:1][Si:2]([CH3:7])([CH3:6])[CH2:3][CH2:4][OH:5].C(N(CC)CC)C.[Cl:15][C:16](Cl)([O:18]C(=O)OC(Cl)(Cl)Cl)Cl. Product: [C:16]([Cl:15])(=[O:18])[O:5][CH2:4][CH2:3][Si:2]([CH3:7])([CH3:6])[CH3:1]. The catalyst class is: 4.